Dataset: Full USPTO retrosynthesis dataset with 1.9M reactions from patents (1976-2016). Task: Predict the reactants needed to synthesize the given product. Given the product [CH:12]([O:11][C:8]1([C:5]2[CH:6]=[CH:7][C:2]([C:20]#[C:19][Si:16]([CH3:18])([CH3:17])[CH3:15])=[CH:3][CH:4]=2)[CH2:10][CH2:9]1)([CH3:14])[CH3:13], predict the reactants needed to synthesize it. The reactants are: Br[C:2]1[CH:7]=[CH:6][C:5]([C:8]2([O:11][CH:12]([CH3:14])[CH3:13])[CH2:10][CH2:9]2)=[CH:4][CH:3]=1.[CH3:15][Si:16]([C:19]#[CH:20])([CH3:18])[CH3:17].